Dataset: Forward reaction prediction with 1.9M reactions from USPTO patents (1976-2016). Task: Predict the product of the given reaction. (1) Given the reactants [NH2:1][C@H:2]([C:8]([OH:10])=O)[CH2:3][CH2:4][C:5]([OH:7])=[O:6].[CH3:11]CN(CC)CC.[CH3:18][C:19]([O:22][C:23](O[C:23]([O:22][C:19]([CH3:21])([CH3:20])[CH3:18])=[O:24])=[O:24])([CH3:21])[CH3:20].[CH3:33][OH:34], predict the reaction product. The product is: [CH3:33][O:34][C:8](=[O:10])[C@H:2]([CH2:3][CH2:4][C:5]([O:7][CH3:11])=[O:6])[NH:1][C:23]([O:22][C:19]([CH3:21])([CH3:20])[CH3:18])=[O:24]. (2) Given the reactants [Cl:1][C:2]1[C:10]2[CH:9]=[C:8]([C:11](=[O:27])[CH2:12][C:13]([C:19]3[CH:24]=[C:23]([Cl:25])[CH:22]=[C:21]([Cl:26])[CH:20]=3)(O)[C:14]([F:17])([F:16])[F:15])[S:7][C:6]=2[CH:5]=[CH:4][CH:3]=1.O=S(Cl)Cl.N1C=CC=CC=1, predict the reaction product. The product is: [Cl:1][C:2]1[C:10]2[CH:9]=[C:8]([C:11](=[O:27])[CH:12]=[C:13]([C:19]3[CH:24]=[C:23]([Cl:25])[CH:22]=[C:21]([Cl:26])[CH:20]=3)[C:14]([F:15])([F:16])[F:17])[S:7][C:6]=2[CH:5]=[CH:4][CH:3]=1. (3) Given the reactants Cl[CH2:2][C:3]1[O:7][C:6]([C:8]([O:10][CH2:11][CH3:12])=[O:9])=[CH:5][CH:4]=1.CCN(CC)CC.[NH:20]1[CH2:25][CH2:24][O:23][CH2:22][CH2:21]1, predict the reaction product. The product is: [CH2:11]([O:10][C:8]([C:6]1[O:7][C:3]([CH2:2][N:20]2[CH2:25][CH2:24][O:23][CH2:22][CH2:21]2)=[CH:4][CH:5]=1)=[O:9])[CH3:12]. (4) Given the reactants CS(C)=O.[H-].[Na+].[I-].[CH3:8][S+](C)(C)=O.FC1C=CC([N:20]2[C:28]3[C:23](=[CH:24][C:25]4[C@@:33]5([CH2:39]C6C=CC=CN=6)[CH2:34]CC(=O)C[C@H]5CCCC=4C=3)[CH:22]=[N:21]2)=CC=1.FC1C=CC(N2C3C(=CC4[C@:66]5([CH2:72][C:73]6C=CC=CN=6)[CH2:67][CH2:68][C:69](=[O:71])[CH2:70][C@@H:65]5[CH2:64][CH2:63]CC=4C=3)C=N2)=CC=1, predict the reaction product. The product is: [CH2:72]([C:66]12[CH2:67][CH2:68][C:69]3([CH2:8][O:71]3)[CH2:70][CH:65]1[CH2:64][CH2:63][CH2:39][C:33]1[C:25]2=[CH:24][C:23]2[CH:28]=[N:20][NH:21][C:22]=2[CH:34]=1)[CH3:73].